The task is: Predict the reaction yield, written as a fraction of the theoretical maximum amount of product (1.0 means a 100% yield; for example, 0.34 means a 34% yield).. This data is from Reaction yield outcomes from USPTO patents with 853,638 reactions. (1) The reactants are [Br:1][C:2]1[CH:3]=[C:4]2[C:8](=[CH:9][CH:10]=1)[NH:7][C:6](=[O:11])[CH2:5]2.[CH3:12][N:13]([CH3:33])[CH2:14][CH2:15][NH:16][C:17]([C:19]1[C:23]([C:24]2[CH:29]=[CH:28][CH:27]=[CH:26][CH:25]=2)=[C:22]([CH:30]=O)[NH:21][C:20]=1[CH3:32])=[O:18]. No catalyst specified. The product is [CH3:12][N:13]([CH3:33])[CH2:14][CH2:15][NH:16][C:17]([C:19]1[C:23]([C:24]2[CH:29]=[CH:28][CH:27]=[CH:26][CH:25]=2)=[C:22]([CH:30]=[C:5]2[C:4]3[C:8](=[CH:9][CH:10]=[C:2]([Br:1])[CH:3]=3)[NH:7][C:6]2=[O:11])[NH:21][C:20]=1[CH3:32])=[O:18]. The yield is 0.550. (2) The reactants are FC(F)(F)C(O)=O.[F:8][C:9]1[CH:14]=[CH:13][C:12]([CH2:15][N:16]([CH3:29])[CH:17]2[CH2:21][CH2:20][N:19](C(OC(C)(C)C)=O)[CH2:18]2)=[C:11]([C:30]([F:33])([F:32])[F:31])[CH:10]=1. The catalyst is C(Cl)Cl. The product is [F:8][C:9]1[CH:14]=[CH:13][C:12]([CH2:15][N:16]([CH3:29])[CH:17]2[CH2:21][CH2:20][NH:19][CH2:18]2)=[C:11]([C:30]([F:33])([F:31])[F:32])[CH:10]=1. The yield is 0.760. (3) The reactants are [Br:1][C:2]1[C:3]([F:12])=[C:4]2[C:10]([NH2:11])=[CH:9][NH:8][C:5]2=[N:6][CH:7]=1.[CH3:13][N:14]1[CH:18]=[CH:17][C:16]([C:19](O)=[O:20])=[N:15]1.C1N(P(Cl)(N2C(=O)OCC2)=O)C(=O)OC1.[Li+].[OH-]. The catalyst is C(Cl)Cl.O. The product is [Br:1][C:2]1[C:3]([F:12])=[C:4]2[C:10]([NH:11][C:19]([C:16]3[CH:17]=[CH:18][N:14]([CH3:13])[N:15]=3)=[O:20])=[CH:9][NH:8][C:5]2=[N:6][CH:7]=1. The yield is 0.660. (4) The catalyst is C1COCC1. The product is [Cl:22][C:18]1[CH:17]=[C:16]([CH:21]=[CH:20][CH:19]=1)[CH2:15][C:13]1[CH:14]=[C:10]([CH2:9][OH:8])[S:11][CH:12]=1. The reactants are C([Si]([O:8][CH2:9][C:10]1[S:11][CH:12]=[C:13]([CH2:15][C:16]2[CH:21]=[CH:20][CH:19]=[C:18]([Cl:22])[CH:17]=2)[CH:14]=1)(C)C)(C)(C)C. The yield is 0.720. (5) The reactants are F[C:2]1[C:7]([N+:8]([O-:10])=[O:9])=[CH:6][CH:5]=[CH:4][C:3]=1[C:11]1[CH:16]=[CH:15][CH:14]=[CH:13][CH:12]=1.[CH:17]([C:20]1[CH:26]=[CH:25][CH:24]=[CH:23][C:21]=1[NH2:22])([CH3:19])[CH3:18].[F-].[K+]. The catalyst is C(OCC)(=O)C. The product is [CH:17]([C:20]1[CH:26]=[CH:25][CH:24]=[CH:23][C:21]=1[NH:22][C:2]1[C:3]([C:11]2[CH:16]=[CH:15][CH:14]=[CH:13][CH:12]=2)=[CH:4][CH:5]=[CH:6][C:7]=1[N+:8]([O-:10])=[O:9])([CH3:19])[CH3:18]. The yield is 0.880.